This data is from Forward reaction prediction with 1.9M reactions from USPTO patents (1976-2016). The task is: Predict the product of the given reaction. (1) Given the reactants F[C:2]1[CH:3]=[N:4][C:5]([N:8]2[C:16]3[CH:15]=[CH:14][N:13]=[C:12]([CH3:17])[C:11]=3[N:10]=[CH:9]2)=N[CH:7]=1.[CH3:18]O, predict the reaction product. The product is: [CH3:17][C@H:12]1[C:11]2[N:10]=[CH:9][N:8]([C:5]3[CH:18]=[CH:7][CH:2]=[CH:3][N:4]=3)[C:16]=2[CH2:15][CH2:14][NH:13]1. (2) Given the reactants [CH3:1][C@H:2]([C:4]1[O:8][C:7]([CH3:9])=[N:6][C:5]=1[CH3:10])O.CS(Cl)(=O)=O.S([O-])(=O)(=O)C.[CH3:21][O:22][C:23]1[CH:28]=[CH:27][C:26]([C:29]2[C:34]([CH3:35])=[C:33]([C:36]([F:39])([F:38])[F:37])[N:32]3[N:40]=[CH:41][C:42]([C:43]([N:45]4[CH2:50][CH2:49][NH:48][CH2:47][C@H:46]4[CH3:51])=[O:44])=[C:31]3[N:30]=2)=[CH:25][CH:24]=1, predict the reaction product. The product is: [CH3:9][C:7]1[O:8][C:4]([C@@H:2]([N:48]2[CH2:49][CH2:50][N:45]([C:43]([C:42]3[CH:41]=[N:40][N:32]4[C:33]([C:36]([F:38])([F:39])[F:37])=[C:34]([CH3:35])[C:29]([C:26]5[CH:25]=[CH:24][C:23]([O:22][CH3:21])=[CH:28][CH:27]=5)=[N:30][C:31]=34)=[O:44])[C@H:46]([CH3:51])[CH2:47]2)[CH3:1])=[C:5]([CH3:10])[N:6]=1. (3) Given the reactants C(Cl)(=O)C(Cl)=O.CS(C)=O.[C:11]1([CH2:17][CH2:18][CH2:19][CH2:20][CH2:21][OH:22])[CH:16]=[CH:15][CH:14]=[CH:13][CH:12]=1.CCN(CC)CC, predict the reaction product. The product is: [C:11]1([CH2:17][CH2:18][CH2:19][CH2:20][CH:21]=[O:22])[CH:16]=[CH:15][CH:14]=[CH:13][CH:12]=1. (4) The product is: [O:12]([C:10]1[CH:11]=[C:6]([CH2:5][C:4]2[CH:28]=[C:27]([C:29]3[C:30]([NH2:36])=[N:31][C:32]([NH2:35])=[CH:33][CH:34]=3)[O:3][N:1]=2)[CH:7]=[N:8][CH:9]=1)[C:13]1[CH:18]=[CH:17][CH:16]=[CH:15][CH:14]=1. Given the reactants [N+:1]([CH2:4][CH2:5][C:6]1[CH:7]=[N:8][CH:9]=[C:10]([O:12][C:13]2[CH:18]=[CH:17][CH:16]=[CH:15][CH:14]=2)[CH:11]=1)([O-:3])=O.C[O-].[Li+].C(=O)([O-])O.[Na+].[C:27]([C:29]1[C:30]([NH2:36])=[N:31][C:32]([NH2:35])=[CH:33][CH:34]=1)#[CH:28].C(N(CC)CC)C, predict the reaction product. (5) Given the reactants C(OC([NH:8][C:9]1([C:14]([O:16][CH2:17][C:18]2[CH:23]=[CH:22][CH:21]=[CH:20][CH:19]=2)=[O:15])[CH2:13][CH2:12][O:11][CH2:10]1)=O)(C)(C)C.C(O)(C(F)(F)F)=O, predict the reaction product. The product is: [NH2:8][C:9]1([C:14]([O:16][CH2:17][C:18]2[CH:23]=[CH:22][CH:21]=[CH:20][CH:19]=2)=[O:15])[CH2:13][CH2:12][O:11][CH2:10]1. (6) Given the reactants [C:1]([Br:5])(Br)(Br)Br.C1(P(C2C=CC=CC=2)C2C=CC=CC=2)C=CC=CC=1.[CH3:25][C:26]1[CH:27]=[C:28]([CH:31]=[C:32]([CH3:53])[C:33]=1[CH2:34][C:35]1[CH:40]=[CH:39][C:38]([O:41][CH2:42][O:43][CH3:44])=[C:37]([CH2:45][C:46]2[CH:51]=[CH:50][C:49]([F:52])=[CH:48][CH:47]=2)[CH:36]=1)CO, predict the reaction product. The product is: [CH3:25][C:26]1[CH:27]=[C:28]([CH:31]=[C:32]([CH3:53])[C:33]=1[CH2:34][C:35]1[CH:40]=[CH:39][C:38]([O:41][CH2:42][O:43][CH3:44])=[C:37]([CH2:45][C:46]2[CH:51]=[CH:50][C:49]([F:52])=[CH:48][CH:47]=2)[CH:36]=1)[CH2:1][Br:5].